This data is from Reaction yield outcomes from USPTO patents with 853,638 reactions. The task is: Predict the reaction yield, written as a fraction of the theoretical maximum amount of product (1.0 means a 100% yield; for example, 0.34 means a 34% yield). (1) The reactants are [O:1]1[CH2:6][CH2:5][N:4]([C:7]2[C:8]3[N:16]=[C:15](Cl)[CH:14]=[CH:13][C:9]=3[N:10]=[CH:11][N:12]=2)[CH2:3][CH2:2]1.[Cl:18][C:19]1[CH:20]=[C:21](B(O)O)[CH:22]=[CH:23][C:24]=1[Cl:25]. No catalyst specified. The product is [O:1]1[CH2:6][CH2:5][N:4]([C:7]2[C:8]3[N:16]=[C:15]([C:22]4[CH:21]=[CH:20][C:19]([Cl:18])=[C:24]([Cl:25])[CH:23]=4)[CH:14]=[CH:13][C:9]=3[N:10]=[CH:11][N:12]=2)[CH2:3][CH2:2]1. The yield is 0.970. (2) The reactants are N1C=CN=C1.[Si:6](Cl)([C:9]([CH3:12])([CH3:11])[CH3:10])([CH3:8])[CH3:7].[OH:14][CH2:15][CH2:16][C:17]#[N:18]. The catalyst is CN(C=O)C. The product is [Si:6]([O:14][CH2:15][CH2:16][C:17]#[N:18])([C:9]([CH3:12])([CH3:11])[CH3:10])([CH3:8])[CH3:7]. The yield is 0.750. (3) The reactants are [O:1]1[C:5]2([CH2:10][CH2:9][C:8](=O)[CH2:7][CH2:6]2)[O:4][CH2:3][CH2:2]1.[CH2:12]([O:14][C:15](=[O:19])[CH2:16][C:17]#[N:18])[CH3:13].C(O)(=O)C.C([O-])(=O)C.[NH4+]. The catalyst is C1(C)C=CC=CC=1. The product is [CH2:12]([O:14][C:15](=[O:19])[C:16]([C:17]#[N:18])=[C:8]1[CH2:9][CH2:10][C:5]2([O:4][CH2:3][CH2:2][O:1]2)[CH2:6][CH2:7]1)[CH3:13]. The yield is 0.398. (4) The reactants are FC(F)(F)C(O)=O.[Cl:8][C:9]1[CH:10]=[C:11]([CH:27]2[O:32][CH2:31][CH2:30][N:29](C(OC(C)(C)C)=O)[CH2:28]2)[CH:12]=[CH:13][C:14]=1[NH:15][C:16]([NH:18][C:19]1[CH:24]=[CH:23][CH:22]=[C:21]([C:25]#[N:26])[CH:20]=1)=[O:17].[OH-].[Na+]. The catalyst is O.C(#N)C. The product is [Cl:8][C:9]1[CH:10]=[C:11]([CH:27]2[O:32][CH2:31][CH2:30][NH:29][CH2:28]2)[CH:12]=[CH:13][C:14]=1[NH:15][C:16]([NH:18][C:19]1[CH:24]=[CH:23][CH:22]=[C:21]([C:25]#[N:26])[CH:20]=1)=[O:17]. The yield is 0.720.